This data is from Catalyst prediction with 721,799 reactions and 888 catalyst types from USPTO. The task is: Predict which catalyst facilitates the given reaction. (1) Reactant: [C:1]([O:5][C:6]([NH:8][CH2:9][C@H:10]1[CH2:15][CH2:14][C@H:13]([CH2:16][NH:17][C:18]([C:20]2[C:29]3[C:24](=[CH:25][CH:26]=[CH:27][CH:28]=3)[N:23]=[C:22]([C:30]3[CH:54]=[CH:53][C:33]([CH2:34][NH:35]C(=O)OCC4C5C=CC=CC=5C5C4=CC=CC=5)=[CH:32][CH:31]=3)[CH:21]=2)=[O:19])[CH2:12][CH2:11]1)=[O:7])([CH3:4])([CH3:3])[CH3:2].N1CCCCC1.CS(C)=[O:63]. Product: [C:18]([OH:63])(=[O:19])[CH3:20].[NH2:35][CH2:34][C:33]1[CH:32]=[CH:31][C:30]([C:22]2[CH:21]=[C:20]([C:18]([NH:17][CH2:16][C@H:13]3[CH2:14][CH2:15][C@H:10]([CH2:9][NH:8][C:6](=[O:7])[O:5][C:1]([CH3:3])([CH3:2])[CH3:4])[CH2:11][CH2:12]3)=[O:19])[C:29]3[C:24](=[CH:25][CH:26]=[CH:27][CH:28]=3)[N:23]=2)=[CH:54][CH:53]=1. The catalyst class is: 2. (2) Reactant: [CH2:1]([O:5][C:6]1[CH:11]=[CH:10][C:9]([O:12][CH3:13])=[CH:8][C:7]=1[C:14](=[O:22])[CH2:15]P(=O)([O-])OCC)[CH:2]([CH3:4])[CH3:3].CC(C)([O-])C.[K+].[CH3:29]/[C:30](/[CH:37]=O)=[CH:31]\[C:32]([O:34][CH2:35][CH3:36])=[O:33].O. Product: [CH2:1]([O:5][C:6]1[CH:11]=[CH:10][C:9]([O:12][CH3:13])=[CH:8][C:7]=1[C:14](=[O:22])[CH:15]=[CH:29][C:30]([CH3:37])=[CH:31][C:32]([O:34][CH2:35][CH3:36])=[O:33])[CH:2]([CH3:3])[CH3:4]. The catalyst class is: 7.